This data is from Reaction yield outcomes from USPTO patents with 853,638 reactions. The task is: Predict the reaction yield, written as a fraction of the theoretical maximum amount of product (1.0 means a 100% yield; for example, 0.34 means a 34% yield). (1) The reactants are [CH2:1]([O:3][C:4](=[O:32])[CH2:5][N:6]([CH2:17][C:18]([N:20]([N:22]1[CH2:30][C:29]2[C:24](=[CH:25][CH:26]=[C:27]([F:31])[CH:28]=2)[CH2:23]1)[CH3:21])=[O:19])[C:7]1[CH:8]=[C:9]2[C:13](=[CH:14][C:15]=1[CH3:16])[NH:12][N:11]=[CH:10]2)[CH3:2].[CH2:33](I)[CH3:34]. No catalyst specified. The product is [CH2:1]([O:3][C:4](=[O:32])[CH2:5][N:6]([C:7]1[CH:8]=[C:9]2[C:13](=[CH:14][C:15]=1[CH3:16])[N:12]([CH2:33][CH3:34])[N:11]=[CH:10]2)[CH2:17][C:18]([N:20]([N:22]1[CH2:30][C:29]2[C:24](=[CH:25][CH:26]=[C:27]([F:31])[CH:28]=2)[CH2:23]1)[CH3:21])=[O:19])[CH3:2]. The yield is 0.680. (2) The reactants are [CH2:1]([O:8][N:9]1[C:15](=[O:16])[N:14]2[CH2:17][C@H:10]1[CH2:11][CH2:12][C@H:13]2[C:18]1[O:19]C(C2CCNCC2)=N[N:22]=1)[C:2]1[CH:7]=[CH:6][CH:5]=[CH:4][CH:3]=1.CC[N:31]=[C:32]=[N:33]CCCN(C)C.C1C=CC2N(O)N=NC=2C=1.ONC(N)=N. The catalyst is CN(C=O)C.O. The product is [NH2:33][C:32]1[N:22]=[C:18]([C@@H:13]2[CH2:12][CH2:11][C@@H:10]3[CH2:17][N:14]2[C:15](=[O:16])[N:9]3[O:8][CH2:1][C:2]2[CH:3]=[CH:4][CH:5]=[CH:6][CH:7]=2)[O:19][N:31]=1. The yield is 0.440. (3) The reactants are C(OCC1C=CC=CC=1)(=O)[C@H](C1C=CC=CC=1)O.[Li]CCCC.CCCCCC.[Si:30]([O:37][CH:38]1[CH2:44][C:43](=O)[O:42][C:40](=[O:41])[CH2:39]1)([C:33]([CH3:36])([CH3:35])[CH3:34])([CH3:32])[CH3:31].Cl.C(OC(OC)=O)(OC)=O.[C:56]([N:63]1[CH:67]=[CH:66][N:65]=[CH:64]1)(N1C=CN=C1)=[O:57]. The catalyst is C1COCC1.CN(C1C=CN=CC=1)C.C(OCC)(=O)C.[OH-].[OH-].[Pd+2]. The product is [Si:30]([O:37][C@H:38]([CH2:44][C:56]([N:63]1[CH:67]=[CH:66][N:65]=[CH:64]1)=[O:57])[CH2:39][C:40]([O:42][CH3:43])=[O:41])([C:33]([CH3:36])([CH3:35])[CH3:34])([CH3:31])[CH3:32]. The yield is 0.416.